From a dataset of Catalyst prediction with 721,799 reactions and 888 catalyst types from USPTO. Predict which catalyst facilitates the given reaction. (1) Reactant: [CH:1]([C:4]1[CH:5]=[C:6]([CH:31]=[CH:32][CH:33]=1)[CH2:7][N:8]1[C@@H:16]2[C@H:11]([C@H:12]([CH2:19][C:20]3[CH:21]=[CH:22][C:23]([O:28][CH3:29])=[C:24]([CH:27]=3)[CH:25]=[O:26])[CH2:13][S:14](=[O:18])(=[O:17])[CH2:15]2)[O:10][C:9]1=[O:30])([CH3:3])[CH3:2].CC1(C)N([O])C(C)(C)CCC1.P([O-])([O-])([O-])=[O:46].[Na+].[Na+].[Na+].[O-]Cl=O.[Na+].[OH-].[Na+]. Product: [CH:1]([C:4]1[CH:5]=[C:6]([CH:31]=[CH:32][CH:33]=1)[CH2:7][N:8]1[C@@H:16]2[C@H:11]([C@H:12]([CH2:19][C:20]3[CH:21]=[CH:22][C:23]([O:28][CH3:29])=[C:24]([CH:27]=3)[C:25]([OH:46])=[O:26])[CH2:13][S:14](=[O:18])(=[O:17])[CH2:15]2)[O:10][C:9]1=[O:30])([CH3:3])[CH3:2]. The catalyst class is: 192. (2) Reactant: [CH:1]([C:3]1[CH:10]=[CH:9][C:6]([CH2:7]Cl)=[CH:5][CH:4]=1)=[CH2:2].[NH:11]1[CH2:16][CH2:15][NH:14][CH2:13][CH2:12]1. Product: [CH:1]([C:3]1[CH:10]=[CH:9][C:6]([CH2:7][N:11]2[CH2:16][CH2:15][NH:14][CH2:13][CH2:12]2)=[CH:5][CH:4]=1)=[CH2:2]. The catalyst class is: 1. (3) Reactant: C(Cl)(=O)C(Cl)=O.CS(C)=O.[CH2:11]([CH:15]([CH2:18][CH:19]=[CH2:20])[CH2:16][OH:17])[CH:12]([CH3:14])[CH3:13].[Cl-].[NH4+]. Product: [CH2:11]([CH:15]([CH2:18][CH:19]=[CH2:20])[CH:16]=[O:17])[CH:12]([CH3:14])[CH3:13]. The catalyst class is: 347. (4) Reactant: [C:1]([NH:4][C:5]1[S:6][C:7]([C:11]2[S:15][C:14]([S:16](Cl)(=[O:18])=[O:17])=[CH:13][CH:12]=2)=[C:8]([CH3:10])[N:9]=1)(=[O:3])[CH3:2].N.CO.CC[N:25](C(C)C)C(C)C. Product: [NH2:25][S:16]([C:14]1[S:15][C:11]([C:7]2[S:6][C:5]([NH:4][C:1](=[O:3])[CH3:2])=[N:9][C:8]=2[CH3:10])=[CH:12][CH:13]=1)(=[O:18])=[O:17]. The catalyst class is: 2. (5) Reactant: [CH3:1][CH:2]1[CH:7]([N:8]2[CH2:12][CH2:11][O:10][C:9]2=[O:13])[CH2:6][CH2:5][N:4](C(OC(C)(C)C)=O)[CH2:3]1.C(O)(C(F)(F)F)=O. Product: [CH3:1][CH:2]1[CH:7]([N:8]2[CH2:12][CH2:11][O:10][C:9]2=[O:13])[CH2:6][CH2:5][NH:4][CH2:3]1. The catalyst class is: 4. (6) Reactant: C[O:2][C:3](=[O:32])[CH2:4][C:5]1[C:13]2[C:8](=[CH:9][CH:10]=[CH:11][CH:12]=2)[NH:7][C:6]=1[C:14]1[CH:19]=[CH:18][C:17]([Cl:20])=[C:16]([S:21]([CH2:24][C:25]2[CH:30]=[CH:29][CH:28]=[C:27]([Cl:31])[CH:26]=2)(=[O:23])=[O:22])[CH:15]=1.CO.O.[OH-].[Li+]. Product: [Cl:20][C:17]1[CH:18]=[CH:19][C:14]([C:6]2[NH:7][C:8]3[C:13]([C:5]=2[CH2:4][C:3]([OH:32])=[O:2])=[CH:12][CH:11]=[CH:10][CH:9]=3)=[CH:15][C:16]=1[S:21]([CH2:24][C:25]1[CH:30]=[CH:29][CH:28]=[C:27]([Cl:31])[CH:26]=1)(=[O:23])=[O:22]. The catalyst class is: 1. (7) Reactant: C(OC([N:8]1[CH2:13][CH2:12][CH:11]([C:14]2[N:18]=[C:17]([C:19]3[S:20][CH:21]=[CH:22][N:23]=3)[NH:16][N:15]=2)[CH2:10][CH2:9]1)=O)(C)(C)C.[ClH:24].CO. Product: [ClH:24].[S:20]1[CH:21]=[CH:22][N:23]=[C:19]1[C:17]1[NH:16][N:15]=[C:14]([CH:11]2[CH2:12][CH2:13][NH:8][CH2:9][CH2:10]2)[N:18]=1. The catalyst class is: 12.